Dataset: NCI-60 drug combinations with 297,098 pairs across 59 cell lines. Task: Regression. Given two drug SMILES strings and cell line genomic features, predict the synergy score measuring deviation from expected non-interaction effect. Drug 1: C1C(C(OC1N2C=NC3=C(N=C(N=C32)Cl)N)CO)O. Drug 2: CN(C(=O)NC(C=O)C(C(C(CO)O)O)O)N=O. Cell line: LOX IMVI. Synergy scores: CSS=32.9, Synergy_ZIP=-9.03, Synergy_Bliss=-2.39, Synergy_Loewe=-37.1, Synergy_HSA=-0.301.